Dataset: Reaction yield outcomes from USPTO patents with 853,638 reactions. Task: Predict the reaction yield, written as a fraction of the theoretical maximum amount of product (1.0 means a 100% yield; for example, 0.34 means a 34% yield). (1) The reactants are [CH2:1]([C:8]1[N:9]=[C:10]([C:31]([O-])=[O:32])[S:11][C:12]=1[C:13]1[C:22]2[C:17](=[CH:18][CH:19]=[CH:20][CH:21]=2)[C:16]([S:23](=[O:30])(=[O:29])[NH:24][C:25]([CH3:28])([CH3:27])[CH3:26])=[CH:15][CH:14]=1)[C:2]1[CH:7]=[CH:6][CH:5]=[CH:4][CH:3]=1.[K+].CN(C(ON1N=NC2C=CC=NC1=2)=[N+](C)C)C.F[P-](F)(F)(F)(F)F.CCN(C(C)C)C(C)C.[CH2:68]([S:70][C:71]1[CH:76]=[CH:75][C:74]([CH2:77][NH2:78])=[CH:73][CH:72]=1)[CH3:69]. The catalyst is CN(C=O)C. The product is [CH2:1]([C:8]1[N:9]=[C:10]([C:31]([NH:78][CH2:77][C:74]2[CH:75]=[CH:76][C:71]([S:70][CH2:68][CH3:69])=[CH:72][CH:73]=2)=[O:32])[S:11][C:12]=1[C:13]1[C:22]2[C:17](=[CH:18][CH:19]=[CH:20][CH:21]=2)[C:16]([S:23](=[O:30])(=[O:29])[NH:24][C:25]([CH3:28])([CH3:27])[CH3:26])=[CH:15][CH:14]=1)[C:2]1[CH:7]=[CH:6][CH:5]=[CH:4][CH:3]=1. The yield is 0.480. (2) The reactants are [H-].[H-].[H-].[H-].[Li+].[Al+3].[CH3:7][CH:8]([C@H:10]1[CH2:15][N:14]([CH2:16][C:17]2[CH:22]=[CH:21][CH:20]=[CH:19][CH:18]=2)[C:13](=O)[C:12](=O)[NH:11]1)[CH3:9]. The catalyst is C1COCC1. The product is [CH3:9][CH:8]([C@@H:10]1[NH:11][CH2:12][CH2:13][N:14]([CH2:16][C:17]2[CH:22]=[CH:21][CH:20]=[CH:19][CH:18]=2)[CH2:15]1)[CH3:7]. The yield is 0.780. (3) The reactants are Cl.[F:2][C:3]1[CH:59]=[N:58][C:6]2[N:7]([C:32]3[CH:33]=[C:34]([C:38]4[CH:43]=[CH:42][C:41]([CH2:44][N:45]5[CH2:50][CH2:49][N:48](C(OC(C)(C)C)=O)[CH2:47][CH2:46]5)=[CH:40][CH:39]=4)[CH:35]=[CH:36][CH:37]=3)[C:8](=[O:31])[N:9]([C@H:12]3[CH2:17][CH2:16][C@@H:15]([NH:18][C:19]([C:21]4[N:22]=[C:23]5[CH:28]=[CH:27][C:26]([F:29])=[CH:25][N:24]5[CH:30]=4)=[O:20])[CH2:14][CH2:13]3)[C:10](=[O:11])[C:5]=2[CH:4]=1. The catalyst is O1CCOCC1. The product is [F:29][C:26]1[CH:27]=[CH:28][C:23]2[N:24]([CH:30]=[C:21]([C:19]([NH:18][C@H:15]3[CH2:14][CH2:13][C@@H:12]([N:9]4[C:10](=[O:11])[C:5]5[CH:4]=[C:3]([F:2])[CH:59]=[N:58][C:6]=5[N:7]([C:32]5[CH:33]=[C:34]([C:38]6[CH:43]=[CH:42][C:41]([CH2:44][N:45]7[CH2:46][CH2:47][NH:48][CH2:49][CH2:50]7)=[CH:40][CH:39]=6)[CH:35]=[CH:36][CH:37]=5)[C:8]4=[O:31])[CH2:17][CH2:16]3)=[O:20])[N:22]=2)[CH:25]=1. The yield is 0.950.